This data is from Forward reaction prediction with 1.9M reactions from USPTO patents (1976-2016). The task is: Predict the product of the given reaction. Given the reactants [CH2:1]([O:8][C:9]([NH:11][C@H:12]([CH2:30][O:31][Si:32]([C:35]([CH3:38])([CH3:37])[CH3:36])([CH3:34])[CH3:33])[CH2:13][CH2:14][C:15]([N:17]1[CH2:22][CH2:21][N:20]([C:23]([O:25][C:26]([CH3:29])([CH3:28])[CH3:27])=[O:24])[CH2:19][CH2:18]1)=[O:16])=[O:10])[C:2]1[CH:7]=[CH:6][CH:5]=[CH:4][CH:3]=1.I[CH3:40].[H-].[Na+], predict the reaction product. The product is: [CH2:1]([O:8][C:9]([N:11]([CH3:40])[C@H:12]([CH2:30][O:31][Si:32]([C:35]([CH3:38])([CH3:37])[CH3:36])([CH3:34])[CH3:33])[CH2:13][CH2:14][C:15]([N:17]1[CH2:22][CH2:21][N:20]([C:23]([O:25][C:26]([CH3:29])([CH3:28])[CH3:27])=[O:24])[CH2:19][CH2:18]1)=[O:16])=[O:10])[C:2]1[CH:7]=[CH:6][CH:5]=[CH:4][CH:3]=1.